Task: Predict the reaction yield, written as a fraction of the theoretical maximum amount of product (1.0 means a 100% yield; for example, 0.34 means a 34% yield).. Dataset: Reaction yield outcomes from USPTO patents with 853,638 reactions The reactants are [NH2:1][C:2]1[CH:10]=[C:9]([O:11][CH2:12][C:13]2[CH:18]=[CH:17][CH:16]=[CH:15][CH:14]=2)[C:8]([O:19][CH3:20])=[CH:7][C:3]=1[C:4]([NH2:6])=[O:5].[CH3:21]N(C=NC=[N+](C)C)C.[Cl-].C([O-])(=O)C.[Na+].C(O)(=O)C. The catalyst is O1CCOCC1. The product is [CH2:12]([O:11][C:9]1[CH:10]=[C:2]2[C:3]([C:4](=[O:5])[NH:6][CH:21]=[N:1]2)=[CH:7][C:8]=1[O:19][CH3:20])[C:13]1[CH:14]=[CH:15][CH:16]=[CH:17][CH:18]=1. The yield is 0.840.